Dataset: Peptide-MHC class I binding affinity with 185,985 pairs from IEDB/IMGT. Task: Regression. Given a peptide amino acid sequence and an MHC pseudo amino acid sequence, predict their binding affinity value. This is MHC class I binding data. (1) The peptide sequence is FVAEGDALV. The MHC is HLA-A02:50 with pseudo-sequence YFAMYGEKVAHTHVDTLYIRYHYYTWAVWAYTWY. The binding affinity (normalized) is 1.00. (2) The peptide sequence is KAIGTVLV. The MHC is HLA-B57:01 with pseudo-sequence HLA-B57:01. The binding affinity (normalized) is 0.0954.